Dataset: HIV replication inhibition screening data with 41,000+ compounds from the AIDS Antiviral Screen. Task: Binary Classification. Given a drug SMILES string, predict its activity (active/inactive) in a high-throughput screening assay against a specified biological target. The compound is CC(=O)[OH+][Zn-3]12([OH+]C(C)=O)Oc3c(Cl)cc(Cl)cc3C=[N+]1[N-]C(c1ccncc1)=[O+]2. The result is 0 (inactive).